From a dataset of Forward reaction prediction with 1.9M reactions from USPTO patents (1976-2016). Predict the product of the given reaction. Given the reactants [OH:1][C:2]1[CH:3]=[C:4]2[C:9](=[CH:10][CH:11]=1)[O:8][C:7](=[O:12])[CH:6]=[C:5]2[CH3:13].Cl[C:15]1[C:24]2[C:19](=[CH:20][C:21]([O:27][CH3:28])=[C:22]([O:25][CH3:26])[CH:23]=2)[N:18]=[CH:17][CH:16]=1.O, predict the reaction product. The product is: [CH3:26][O:25][C:22]1[CH:23]=[C:24]2[C:19](=[CH:20][C:21]=1[O:27][CH3:28])[N:18]=[CH:17][CH:16]=[C:15]2[O:1][C:2]1[CH:3]=[C:4]2[C:9](=[CH:10][CH:11]=1)[O:8][C:7](=[O:12])[CH:6]=[C:5]2[CH3:13].